Dataset: Peptide-MHC class I binding affinity with 185,985 pairs from IEDB/IMGT. Task: Regression. Given a peptide amino acid sequence and an MHC pseudo amino acid sequence, predict their binding affinity value. This is MHC class I binding data. (1) The peptide sequence is RLAPEPVYT. The MHC is HLA-B57:01 with pseudo-sequence HLA-B57:01. The binding affinity (normalized) is 0.0847. (2) The peptide sequence is HVIQNAFRK. The MHC is HLA-A02:01 with pseudo-sequence HLA-A02:01. The binding affinity (normalized) is 0.213.